Task: Predict which catalyst facilitates the given reaction.. Dataset: Catalyst prediction with 721,799 reactions and 888 catalyst types from USPTO (1) Reactant: [C:1]([CH:3](O)[C:4]1[CH:9]=[CH:8][C:7]([C:10]2[NH:11][C:12]3[CH:18]=[C:17]([Cl:19])[C:16]([Cl:20])=[CH:15][C:13]=3[N:14]=2)=[CH:6][CH:5]=1)#[N:2].S(Cl)([Cl:24])=O.O. Product: [Cl:24][CH:3]([C:1]#[N:2])[C:4]1[CH:9]=[CH:8][C:7]([C:10]2[NH:11][C:12]3[CH:18]=[C:17]([Cl:19])[C:16]([Cl:20])=[CH:15][C:13]=3[N:14]=2)=[CH:6][CH:5]=1. The catalyst class is: 7. (2) Reactant: [Cl:1][C:2]1[C:3]([C:9]2[CH:14]=[CH:13][C:12]([C:15]([F:18])([F:17])[F:16])=[CH:11][CH:10]=2)=[N:4][O:5][C:6]=1[CH2:7][OH:8].P([O-])(O)(O)=[O:20].[Na+].CC1(C)CCCC(C)(C)[NH+]1[O-].Cl([O-])=O.[Na+].S([O-])([O-])=O.[Na+].[Na+]. Product: [Cl:1][C:2]1[C:3]([C:9]2[CH:10]=[CH:11][C:12]([C:15]([F:16])([F:18])[F:17])=[CH:13][CH:14]=2)=[N:4][O:5][C:6]=1[C:7]([OH:20])=[O:8]. The catalyst class is: 47.